This data is from Reaction yield outcomes from USPTO patents with 853,638 reactions. The task is: Predict the reaction yield, written as a fraction of the theoretical maximum amount of product (1.0 means a 100% yield; for example, 0.34 means a 34% yield). (1) The reactants are C[O:2][C:3]([C:5]1([CH2:10][CH2:11][CH2:12][CH2:13][Cl:14])[CH2:9][CH2:8][CH2:7][CH2:6]1)=[O:4].[OH-].[Na+].C1C[O:20][CH2:19]C1. The catalyst is CO. The product is [Cl:14][CH2:13][CH2:12][CH2:11][CH2:10][C:5]1([C:3]([OH:4])=[O:2])[CH2:6][CH2:7][CH2:8][CH2:9]1.[CH3:19][O:20][CH2:13][CH2:12][CH2:11][CH2:10][C:5]1([C:3]([OH:2])=[O:4])[CH2:9][CH2:8][CH2:7][CH2:6]1. The yield is 0.680. (2) The reactants are [NH2:1][C:2]1[CH:3]=[C:4]([C:8]2[CH2:9][CH2:10][N:11]([C:14]([O:16][C:17]([CH3:20])([CH3:19])[CH3:18])=[O:15])[CH2:12][CH:13]=2)[CH:5]=[CH:6][CH:7]=1. The catalyst is C(O)C.[Pd]. The product is [NH2:1][C:2]1[CH:3]=[C:4]([CH:8]2[CH2:9][CH2:10][N:11]([C:14]([O:16][C:17]([CH3:20])([CH3:19])[CH3:18])=[O:15])[CH2:12][CH2:13]2)[CH:5]=[CH:6][CH:7]=1. The yield is 0.840. (3) The reactants are CN(C)C(=N)N(C)C.[CH2:9]([O:16][C:17]1[CH:24]=[CH:23][C:20]([CH:21]=O)=[CH:19][CH:18]=1)[C:10]1[CH:15]=[CH:14][CH:13]=[CH:12][CH:11]=1.[Cl-].[CH2:26]([O:28][CH:29]([P+](C1C=CC=CC=1)(C1C=CC=CC=1)C1C=CC=CC=1)[C:30]([O:32][CH2:33][CH3:34])=[O:31])[CH3:27]. The catalyst is C(Cl)(Cl)Cl. The product is [CH2:33]([O:32][C:30](=[O:31])[C:29]([O:28][CH2:26][CH3:27])=[CH:21][C:20]1[CH:23]=[CH:24][C:17]([O:16][CH2:9][C:10]2[CH:15]=[CH:14][CH:13]=[CH:12][CH:11]=2)=[CH:18][CH:19]=1)[CH3:34]. The yield is 0.730. (4) The reactants are [C:1]([C:3]1[C:4]([NH:8][C:9](=[O:15])[O:10][C:11]([CH3:14])([CH3:13])[CH3:12])=[CH:5][S:6][CH:7]=1)#[N:2].Cl.[NH2:17][OH:18].C(N(CC)CC)C. The catalyst is CO. The product is [NH2:2][C:1](=[N:17][OH:18])[C:3]1[C:4]([NH:8][C:9](=[O:15])[O:10][C:11]([CH3:12])([CH3:14])[CH3:13])=[CH:5][S:6][CH:7]=1. The yield is 1.00.